Dataset: Forward reaction prediction with 1.9M reactions from USPTO patents (1976-2016). Task: Predict the product of the given reaction. (1) Given the reactants [C:1]([O:5][C:6](=[O:21])[N:7]([C@H:9]([C:13]1[C:18]([F:19])=[C:17]([Cl:20])[CH:16]=[CH:15][N:14]=1)[CH2:10][CH:11]=C)[CH3:8])([CH3:4])([CH3:3])[CH3:2].Cl.CCN(C(C)C)C(C)C.[O:32](C(OC(C)(C)C)=O)C(OC(C)(C)C)=O, predict the reaction product. The product is: [Cl:20][C:17]1[CH:16]=[CH:15][N:14]=[C:13]([C@@H:9]([N:7]([CH3:8])[C:6](=[O:21])[O:5][C:1]([CH3:4])([CH3:3])[CH3:2])[CH2:10][CH:11]=[O:32])[C:18]=1[F:19]. (2) Given the reactants [Cl:1][C:2]1[CH:7]=[CH:6][C:5]([C:8]2[N:9]([CH2:14][C@H:15]([OH:20])[C:16]([F:19])([F:18])[F:17])[C:10](=[O:13])[NH:11][N:12]=2)=[CH:4][CH:3]=1.C(=O)([O-])[O-].[Cs+].[Cs+].Br[CH2:28][C:29]1[CH:30]=[N:31][N:32]([C:34]2[CH:39]=[CH:38][CH:37]=[CH:36][C:35]=2[Cl:40])[CH:33]=1.O, predict the reaction product. The product is: [Cl:1][C:2]1[CH:7]=[CH:6][C:5]([C:8]2[N:9]([CH2:14][C@H:15]([OH:20])[C:16]([F:18])([F:19])[F:17])[C:10](=[O:13])[N:11]([CH2:28][C:29]3[CH:30]=[N:31][N:32]([C:34]4[CH:39]=[CH:38][CH:37]=[CH:36][C:35]=4[Cl:40])[CH:33]=3)[N:12]=2)=[CH:4][CH:3]=1. (3) Given the reactants [Cl:1][C:2]1[CH:3]=[C:4]([NH:9][CH2:10][C:11]2[CH:16]=[CH:15][C:14]([O:17][CH3:18])=[C:13]([O:19][CH3:20])[CH:12]=2)[CH:5]=[CH:6][C:7]=1[F:8].Cl[C:22]1[N:31]=[CH:30][C:29]2[C:24](=[CH:25][C:26]([F:35])=[C:27]([N+:32]([O-:34])=[O:33])[CH:28]=2)[N:23]=1.C(OCC)C, predict the reaction product. The product is: [Cl:1][C:2]1[CH:3]=[C:4]([N:9]([CH2:10][C:11]2[CH:16]=[CH:15][C:14]([O:17][CH3:18])=[C:13]([O:19][CH3:20])[CH:12]=2)[C:30]2[C:29]3[C:24](=[CH:25][C:26]([F:35])=[C:27]([N+:32]([O-:34])=[O:33])[CH:28]=3)[N:23]=[CH:22][N:31]=2)[CH:5]=[CH:6][C:7]=1[F:8]. (4) Given the reactants [OH:1][C:2]1[C:7]([C:8]2[CH:13]=[CH:12][C:11]([C:14]([F:17])([F:16])[F:15])=[CH:10][C:9]=2[CH2:18][N:19]2[C@@H:23]([CH3:24])[C@@H:22]([C:25]3[CH:30]=[CH:29][CH:28]=[CH:27][CH:26]=3)[O:21][C:20]2=[O:31])=[CH:6][C:5]([CH2:32][C:33]([OH:35])=[O:34])=[CH:4][CH:3]=1.[CH2:36](Br)[C:37]1[CH:42]=[CH:41][CH:40]=[CH:39][CH:38]=1, predict the reaction product. The product is: [CH2:36]([O:34][C:33](=[O:35])[CH2:32][C:5]1[CH:6]=[C:7]([C:8]2[CH:13]=[CH:12][C:11]([C:14]([F:15])([F:16])[F:17])=[CH:10][C:9]=2[CH2:18][N:19]2[C@@H:23]([CH3:24])[C@@H:22]([C:25]3[CH:30]=[CH:29][CH:28]=[CH:27][CH:26]=3)[O:21][C:20]2=[O:31])[C:2]([O:1][CH2:32][C:5]2[CH:6]=[CH:7][CH:2]=[CH:3][CH:4]=2)=[CH:3][CH:4]=1)[C:37]1[CH:42]=[CH:41][CH:40]=[CH:39][CH:38]=1. (5) Given the reactants ClCCl.C(N(CC)CC)C.[C:19](O[C:19]([O:21][C:22]([CH3:25])([CH3:24])[CH3:23])=[O:20])([O:21][C:22]([CH3:25])([CH3:24])[CH3:23])=[O:20].[CH3:26][O:27][C:28]1[CH:33]=[C:32]([CH2:34][O:35][CH3:36])[CH:31]=[C:30]([O:37][CH3:38])[C:29]=1[C:39]1[N:40]2[N:46]=[C:45]([O:47][CH3:48])[C:44]([NH2:49])=[C:41]2[S:42][CH:43]=1, predict the reaction product. The product is: [CH3:26][O:27][C:28]1[CH:33]=[C:32]([CH2:34][O:35][CH3:36])[CH:31]=[C:30]([O:37][CH3:38])[C:29]=1[C:39]1[N:40]2[N:46]=[C:45]([O:47][CH3:48])[C:44]([NH:49][C:19](=[O:20])[O:21][C:22]([CH3:23])([CH3:24])[CH3:25])=[C:41]2[S:42][CH:43]=1. (6) Given the reactants C([O:8][C:9]1[C:10]([F:24])=[C:11]2[C:16](=[CH:17][C:18]=1[F:19])[CH2:15][N:14]([S:20]([CH3:23])(=[O:22])=[O:21])[CH2:13][CH2:12]2)C1C=CC=CC=1, predict the reaction product. The product is: [F:24][C:10]1[C:9]([OH:8])=[C:18]([F:19])[CH:17]=[C:16]2[C:11]=1[CH2:12][CH2:13][N:14]([S:20]([CH3:23])(=[O:22])=[O:21])[CH2:15]2. (7) Given the reactants [Br:1][C:2]1[C:10]2[C:5](=[N:6][C:7](SC)=[N:8][CH:9]=2)[N:4]([CH2:13][CH:14]2[CH2:19][CH2:18][CH:17]([NH:20][C:21](=[O:27])[O:22][C:23]([CH3:26])([CH3:25])[CH3:24])[CH2:16][CH2:15]2)[N:3]=1.ClC1C=C(C=CC=1)C(OO)=O.[CH3:39][NH2:40], predict the reaction product. The product is: [Br:1][C:2]1[C:10]2[C:5](=[N:6][C:7]([NH:40][CH3:39])=[N:8][CH:9]=2)[N:4]([CH2:13][CH:14]2[CH2:19][CH2:18][CH:17]([NH:20][C:21](=[O:27])[O:22][C:23]([CH3:26])([CH3:25])[CH3:24])[CH2:16][CH2:15]2)[N:3]=1. (8) Given the reactants [C:1]1([N:7]2[C:12](=[O:13])[NH:11][C:10](=[O:14])[C:9]([C:15]#[N:16])=[N:8]2)[CH:6]=[CH:5][CH:4]=[CH:3][CH:2]=1.CN(C=O)C.[H-].[Na+].[CH2:24](Br)[C:25]1[CH:30]=[CH:29][CH:28]=[CH:27][CH:26]=1, predict the reaction product. The product is: [C:1]1([N:7]2[C:12](=[O:13])[N:11]([CH2:24][C:25]3[CH:30]=[CH:29][CH:28]=[CH:27][CH:26]=3)[C:10](=[O:14])[C:9]([C:15]#[N:16])=[N:8]2)[CH:2]=[CH:3][CH:4]=[CH:5][CH:6]=1. (9) Given the reactants [C:1]([C:3]1[CH:11]=[CH:10][C:6]([C:7]([OH:9])=[O:8])=[CH:5][CH:4]=1)#[N:2].C(N(CC)CC)C.[SH2:19].O, predict the reaction product. The product is: [C:1]([C:3]1[CH:11]=[CH:10][C:6]([C:7]([OH:9])=[O:8])=[CH:5][CH:4]=1)(=[S:19])[NH2:2].